Dataset: Forward reaction prediction with 1.9M reactions from USPTO patents (1976-2016). Task: Predict the product of the given reaction. (1) Given the reactants [CH2:1]([C:5]1[CH:10]=[CH:9][C:8]([C:11]2[CH:16]=[CH:15][C:14]([NH2:17])=[C:13]([N+:18]([O-])=O)[CH:12]=2)=[CH:7][CH:6]=1)[CH2:2][CH2:3][CH3:4], predict the reaction product. The product is: [CH2:1]([C:5]1[CH:6]=[CH:7][C:8]([C:11]2[CH:16]=[CH:15][C:14]([NH2:17])=[C:13]([NH2:18])[CH:12]=2)=[CH:9][CH:10]=1)[CH2:2][CH2:3][CH3:4]. (2) The product is: [CH3:10][C:6]1[CH:5]=[C:4]([N+:11]([O-:13])=[O:12])[C:3]([O:2][CH3:1])=[CH:8][C:7]=1[N:14]1[CH2:19][CH2:18][CH:17]([CH2:20][CH2:21][OH:22])[CH2:16][CH2:15]1. Given the reactants [CH3:1][O:2][C:3]1[CH:8]=[C:7](F)[C:6]([CH3:10])=[CH:5][C:4]=1[N+:11]([O-:13])=[O:12].[NH:14]1[CH2:19][CH2:18][CH:17]([CH2:20][CH2:21][OH:22])[CH2:16][CH2:15]1.C([O-])([O-])=O.[K+].[K+].O, predict the reaction product. (3) Given the reactants C([N-]C(C)C)(C)C.[Li+].[CH3:9][C:10]1[CH:11]=[C:12]([NH:21][C:22]2[N:27]=[C:26]([C:28]([F:31])([F:30])[F:29])[CH:25]=[CH:24][N:23]=2)[CH:13]=[C:14]([C:16]2[S:20][CH:19]=[N:18][CH:17]=2)[CH:15]=1.[Br:32][C:33]1[N:38]=[CH:37][C:36]([C:39](=[O:41])[CH3:40])=[CH:35][CH:34]=1, predict the reaction product. The product is: [Br:32][C:33]1[N:38]=[CH:37][C:36]([C:39]([C:19]2[S:20][C:16]([C:14]3[CH:13]=[C:12]([NH:21][C:22]4[N:27]=[C:26]([C:28]([F:29])([F:31])[F:30])[CH:25]=[CH:24][N:23]=4)[CH:11]=[C:10]([CH3:9])[CH:15]=3)=[CH:17][N:18]=2)([OH:41])[CH3:40])=[CH:35][CH:34]=1. (4) Given the reactants [C:1]1([O:11][CH3:12])[C:2](=[CH:4][CH:5]=[C:6]([CH:10]=1)[CH2:7][CH:8]=[CH2:9])[OH:3], predict the reaction product. The product is: [CH3:12][O:11][C:1]1[CH:10]=[C:6]([CH2:7][CH2:8][CH3:9])[CH:5]=[CH:4][C:2]=1[OH:3]. (5) The product is: [F:36][C:33]1[CH:34]=[CH:35][C:30]([N:29]([CH3:28])[C:2]2[C:3]([CH:5]=[C:6]([NH:10][C:11]3[C:20]4[C:15](=[CH:16][C:17]([O:23][CH2:24][CH2:25][O:26][CH3:27])=[C:18]([O:21][CH3:22])[CH:19]=4)[N:14]=[CH:13][N:12]=3)[C:7](=[O:9])[CH:8]=2)=[O:4])=[CH:31][CH:32]=1. Given the reactants Cl[C:2]1[C:3]([CH:5]=[C:6]([NH:10][C:11]2[C:20]3[C:15](=[CH:16][C:17]([O:23][CH2:24][CH2:25][O:26][CH3:27])=[C:18]([O:21][CH3:22])[CH:19]=3)[N:14]=[CH:13][N:12]=2)[C:7](=[O:9])[CH:8]=1)=[O:4].[CH3:28][NH:29][C:30]1[CH:35]=[CH:34][C:33]([F:36])=[CH:32][CH:31]=1, predict the reaction product.